From a dataset of Catalyst prediction with 721,799 reactions and 888 catalyst types from USPTO. Predict which catalyst facilitates the given reaction. (1) Reactant: [O:1]=[C:2]1[CH2:7][CH2:6][N:5]([C:8]([O:10][C:11]([CH3:14])([CH3:13])[CH3:12])=[O:9])[CH2:4][CH2:3]1.N1CCCC1.[C:20](OC(=O)C)(=[O:22])[CH3:21].O. Product: [C:20]([CH:7]1[C:2](=[O:1])[CH2:3][CH2:4][N:5]([C:8]([O:10][C:11]([CH3:14])([CH3:13])[CH3:12])=[O:9])[CH2:6]1)(=[O:22])[CH3:21]. The catalyst class is: 857. (2) Reactant: [I:1][C:2]1[CH:3]=[C:4]([CH:8](O)[CH2:9][CH2:10][CH:11]=[CH2:12])[CH:5]=[CH:6][CH:7]=1.CCN(S(F)(F)[F:20])CC. Product: [F:20][CH:8]([C:4]1[CH:5]=[CH:6][CH:7]=[C:2]([I:1])[CH:3]=1)[CH2:9][CH2:10][CH:11]=[CH2:12]. The catalyst class is: 2.